This data is from NCI-60 drug combinations with 297,098 pairs across 59 cell lines. The task is: Regression. Given two drug SMILES strings and cell line genomic features, predict the synergy score measuring deviation from expected non-interaction effect. (1) Drug 1: C1=CN(C(=O)N=C1N)C2C(C(C(O2)CO)O)(F)F. Drug 2: CC1=C(C(=CC=C1)Cl)NC(=O)C2=CN=C(S2)NC3=CC(=NC(=N3)C)N4CCN(CC4)CCO. Cell line: HCT116. Synergy scores: CSS=65.0, Synergy_ZIP=2.99, Synergy_Bliss=1.71, Synergy_Loewe=-10.1, Synergy_HSA=0.763. (2) Drug 1: CN(CC1=CN=C2C(=N1)C(=NC(=N2)N)N)C3=CC=C(C=C3)C(=O)NC(CCC(=O)O)C(=O)O. Drug 2: C1C(C(OC1N2C=C(C(=O)NC2=O)F)CO)O. Cell line: NCI-H460. Synergy scores: CSS=52.4, Synergy_ZIP=-5.13, Synergy_Bliss=-9.06, Synergy_Loewe=-9.77, Synergy_HSA=-6.88. (3) Drug 1: C1=CC(=CC=C1CCCC(=O)O)N(CCCl)CCCl. Drug 2: CCC1(CC2CC(C3=C(CCN(C2)C1)C4=CC=CC=C4N3)(C5=C(C=C6C(=C5)C78CCN9C7C(C=CC9)(C(C(C8N6C)(C(=O)OC)O)OC(=O)C)CC)OC)C(=O)OC)O.OS(=O)(=O)O. Cell line: SN12C. Synergy scores: CSS=19.9, Synergy_ZIP=-14.1, Synergy_Bliss=-6.83, Synergy_Loewe=-10.7, Synergy_HSA=-3.50. (4) Drug 1: C(=O)(N)NO. Drug 2: N.N.Cl[Pt+2]Cl. Cell line: UACC62. Synergy scores: CSS=32.0, Synergy_ZIP=0.878, Synergy_Bliss=-0.991, Synergy_Loewe=-21.1, Synergy_HSA=-3.01. (5) Drug 1: CCC1=CC2CC(C3=C(CN(C2)C1)C4=CC=CC=C4N3)(C5=C(C=C6C(=C5)C78CCN9C7C(C=CC9)(C(C(C8N6C)(C(=O)OC)O)OC(=O)C)CC)OC)C(=O)OC.C(C(C(=O)O)O)(C(=O)O)O. Drug 2: C1=NC2=C(N1)C(=S)N=CN2. Cell line: MOLT-4. Synergy scores: CSS=81.5, Synergy_ZIP=-5.96, Synergy_Bliss=-10.7, Synergy_Loewe=-11.5, Synergy_HSA=-8.26. (6) Cell line: TK-10. Drug 2: CN(C(=O)NC(C=O)C(C(C(CO)O)O)O)N=O. Synergy scores: CSS=-1.97, Synergy_ZIP=0.592, Synergy_Bliss=-1.94, Synergy_Loewe=-3.19, Synergy_HSA=-3.28. Drug 1: CC(C)(C#N)C1=CC(=CC(=C1)CN2C=NC=N2)C(C)(C)C#N.